This data is from NCI-60 drug combinations with 297,098 pairs across 59 cell lines. The task is: Regression. Given two drug SMILES strings and cell line genomic features, predict the synergy score measuring deviation from expected non-interaction effect. (1) Drug 1: CC=C1C(=O)NC(C(=O)OC2CC(=O)NC(C(=O)NC(CSSCCC=C2)C(=O)N1)C(C)C)C(C)C. Drug 2: CCN(CC)CCCC(C)NC1=C2C=C(C=CC2=NC3=C1C=CC(=C3)Cl)OC. Cell line: SW-620. Synergy scores: CSS=41.7, Synergy_ZIP=-2.88, Synergy_Bliss=0.382, Synergy_Loewe=-6.73, Synergy_HSA=-0.885. (2) Drug 1: C1=CC(=C2C(=C1NCCNCCO)C(=O)C3=C(C=CC(=C3C2=O)O)O)NCCNCCO. Drug 2: C1CCC(C(C1)N)N.C(=O)(C(=O)[O-])[O-].[Pt+4]. Cell line: COLO 205. Synergy scores: CSS=40.2, Synergy_ZIP=-4.63, Synergy_Bliss=-4.52, Synergy_Loewe=-3.09, Synergy_HSA=-0.0117. (3) Drug 1: C1C(C(OC1N2C=C(C(=O)NC2=O)F)CO)O. Drug 2: CC(C)(C#N)C1=CC(=CC(=C1)CN2C=NC=N2)C(C)(C)C#N. Cell line: PC-3. Synergy scores: CSS=7.36, Synergy_ZIP=-1.10, Synergy_Bliss=2.19, Synergy_Loewe=0.304, Synergy_HSA=0.401. (4) Drug 1: CC1CCC2CC(C(=CC=CC=CC(CC(C(=O)C(C(C(=CC(C(=O)CC(OC(=O)C3CCCCN3C(=O)C(=O)C1(O2)O)C(C)CC4CCC(C(C4)OC)O)C)C)O)OC)C)C)C)OC. Drug 2: CC1=C2C(C(=O)C3(C(CC4C(C3C(C(C2(C)C)(CC1OC(=O)C(C(C5=CC=CC=C5)NC(=O)OC(C)(C)C)O)O)OC(=O)C6=CC=CC=C6)(CO4)OC(=O)C)O)C)O. Cell line: NCI-H460. Synergy scores: CSS=12.2, Synergy_ZIP=8.12, Synergy_Bliss=7.66, Synergy_Loewe=6.43, Synergy_HSA=6.86. (5) Drug 1: CC(C)CN1C=NC2=C1C3=CC=CC=C3N=C2N. Drug 2: CCC1(C2=C(COC1=O)C(=O)N3CC4=CC5=C(C=CC(=C5CN(C)C)O)N=C4C3=C2)O.Cl. Cell line: U251. Synergy scores: CSS=29.6, Synergy_ZIP=-0.360, Synergy_Bliss=-3.70, Synergy_Loewe=-22.2, Synergy_HSA=-4.67. (6) Drug 1: CC1=C(C=C(C=C1)NC(=O)C2=CC=C(C=C2)CN3CCN(CC3)C)NC4=NC=CC(=N4)C5=CN=CC=C5. Drug 2: CC(C)CN1C=NC2=C1C3=CC=CC=C3N=C2N. Cell line: HL-60(TB). Synergy scores: CSS=2.85, Synergy_ZIP=2.19, Synergy_Bliss=1.42, Synergy_Loewe=1.62, Synergy_HSA=-0.200.